From a dataset of Forward reaction prediction with 1.9M reactions from USPTO patents (1976-2016). Predict the product of the given reaction. (1) Given the reactants [CH2:1]([O:8][C:9]1[CH:10]=[CH:11][C:12]2[C:13]3[N:14]([CH2:22][CH2:23][N:24]=3)[C:15]([NH2:21])=[N:16][C:17]=2[C:18]=1[O:19][CH3:20])[C:2]1[CH:7]=CC=CC=1.ClCCC[S:29]([N:32]1[CH2:37][CH2:36][O:35][CH2:34][CH2:33]1)(=[O:31])=[O:30], predict the reaction product. The product is: [CH3:20][O:19][C:18]1[C:17]2[N:16]=[C:15]([NH2:21])[N:14]3[CH2:22][CH2:23][N:24]=[C:13]3[C:12]=2[CH:11]=[CH:10][C:9]=1[O:8][CH2:1][CH2:2][CH2:7][S:29]([N:32]1[CH2:37][CH2:36][O:35][CH2:34][CH2:33]1)(=[O:31])=[O:30]. (2) Given the reactants [CH2:1]([O:8][C:9]1[C:10]([C:16]([OH:18])=O)=[N:11][C:12]([Br:15])=[CH:13][CH:14]=1)[C:2]1[CH:7]=[CH:6][CH:5]=[CH:4][CH:3]=1.CN(C(ON1N=N[C:29]2[CH:30]=[CH:31][CH:32]=[N:33][C:28]1=2)=[N+](C)C)C.F[P-](F)(F)(F)(F)F.[C:43]1(N)C=CC=C[CH:44]=1, predict the reaction product. The product is: [CH2:32]([NH:33][C:16](=[O:18])[C:10]1[C:9]([O:8][CH2:1][C:2]2[CH:3]=[CH:4][CH:5]=[CH:6][CH:7]=2)=[CH:14][CH:13]=[C:12]([Br:15])[N:11]=1)[C:31]1[CH:44]=[CH:43][CH:28]=[CH:29][CH:30]=1. (3) The product is: [ClH:25].[N:1]12[CH2:9][CH2:8][CH:5]([CH2:6][CH2:7]1)[N:4]([C:10]1[CH:15]=[CH:14][C:13]([NH:16][C:23](=[O:24])[C:22]3[CH:26]=[CH:27][C:19]([C:17]#[N:18])=[CH:20][CH:21]=3)=[CH:12][CH:11]=1)[CH2:3][CH2:2]2. Given the reactants [N:1]12[CH2:9][CH2:8][CH:5]([CH2:6][CH2:7]1)[N:4]([C:10]1[CH:15]=[CH:14][C:13]([NH2:16])=[CH:12][CH:11]=1)[CH2:3][CH2:2]2.[C:17]([C:19]1[CH:27]=[CH:26][C:22]([C:23]([Cl:25])=[O:24])=[CH:21][CH:20]=1)#[N:18], predict the reaction product. (4) The product is: [Cl:18][C:6]1[CH:5]=[C:4]([CH:3]=[C:2]([Cl:1])[C:7]=1[C:8]1[N:12]2[CH:13]=[C:14]([F:17])[CH:15]=[CH:16][C:11]2=[N:10][N:9]=1)[CH:19]=[O:20]. Given the reactants [Cl:1][C:2]1[CH:3]=[C:4]([CH2:19][OH:20])[CH:5]=[C:6]([Cl:18])[C:7]=1[C:8]1[N:12]2[CH:13]=[C:14]([F:17])[CH:15]=[CH:16][C:11]2=[N:10][N:9]=1.CC(OI1(OC(C)=O)(OC(C)=O)OC(=O)C2C=CC=CC1=2)=O, predict the reaction product. (5) The product is: [Cl:61][C:62]1[CH:67]=[CH:66][CH:65]=[CH:64][C:63]=1[O:68][C:2]1[N:14]=[C:13]([C:15]2[CH:20]=[CH:19][CH:18]=[C:17]([C:21]([F:23])([F:22])[F:24])[CH:16]=2)[C:12]([F:25])=[CH:11][C:3]=1[C:4]([O:6][C:7]([CH3:8])([CH3:9])[CH3:10])=[O:5]. Given the reactants Cl[C:2]1[N:14]=[C:13]([C:15]2[CH:20]=[CH:19][CH:18]=[C:17]([C:21]([F:24])([F:23])[F:22])[CH:16]=2)[C:12]([F:25])=[CH:11][C:3]=1[C:4]([O:6][C:7]([CH3:10])([CH3:9])[CH3:8])=[O:5].C(=O)([O-])[O-].[Cs+].[Cs+].C(P(C(C)(C)C)C1C=CC2C(=CC=CC=2)C=1C1C2C(=CC=CC=2)C=CC=1)(C)(C)C.[Cl:61][C:62]1[CH:67]=[CH:66][CH:65]=[CH:64][C:63]=1[OH:68], predict the reaction product. (6) Given the reactants [CH3:1][S:2](Cl)(=[O:4])=[O:3].[Cl-].[N+:7]([C:10]1[CH:11]=[C:12]([CH:15]=[CH:16][C:17]=1[C:18]([O:20][CH3:21])=[O:19])[CH2:13][NH3+:14])([O-:9])=[O:8].C(N(CC)CC)C, predict the reaction product. The product is: [CH3:1][S:2]([NH:14][CH2:13][C:12]1[CH:15]=[CH:16][C:17]([C:18]([O:20][CH3:21])=[O:19])=[C:10]([N+:7]([O-:9])=[O:8])[CH:11]=1)(=[O:4])=[O:3]. (7) Given the reactants [F:1][C:2]1[CH:3]=[C:4]([NH:18][C:19](=[O:25])[C:20]([O:22]CC)=O)[CH:5]=[CH:6][C:7]=1[O:8][C:9]1[CH:14]=[CH:13][N:12]=[C:11]2[CH:15]=[CH:16][S:17][C:10]=12.[NH:26]1[CH2:30][CH2:29][CH2:28][CH2:27]1, predict the reaction product. The product is: [F:1][C:2]1[CH:3]=[C:4]([NH:18][C:19](=[O:25])[C:20](=[O:22])[N:26]2[CH2:30][CH2:29][CH2:28][CH2:27]2)[CH:5]=[CH:6][C:7]=1[O:8][C:9]1[CH:14]=[CH:13][N:12]=[C:11]2[CH:15]=[CH:16][S:17][C:10]=12. (8) The product is: [OH:8][CH2:7][C@@H:2]([NH:1][CH2:10][CH2:9][CH2:15][S:12]([OH:14])(=[O:13])=[O:11])[CH2:3][CH:4]([CH3:6])[CH3:5]. Given the reactants [NH2:1][C@H:2]([CH2:7][OH:8])[CH2:3][CH:4]([CH3:6])[CH3:5].[CH2:9]1[CH2:15][S:12](=[O:14])(=[O:13])[O:11][CH2:10]1, predict the reaction product. (9) Given the reactants C(OC([NH:8][C:9]1[S:13][C:12]([C:14]2[C:19]([F:20])=[CH:18][CH:17]=[CH:16][C:15]=2[F:21])=[N:11][C:10]=1[C:22]([NH:24][C:25]1[CH:26]=[N:27][N:28]([CH3:44])[C:29]=1[N:30]1[CH2:35][CH2:34][N:33](C(OC(C)(C)C)=O)[C@H:32]([CH3:43])[CH2:31]1)=[O:23])=O)(C)(C)C.N, predict the reaction product. The product is: [NH2:8][C:9]1[S:13][C:12]([C:14]2[C:15]([F:21])=[CH:16][CH:17]=[CH:18][C:19]=2[F:20])=[N:11][C:10]=1[C:22]([NH:24][C:25]1[CH:26]=[N:27][N:28]([CH3:44])[C:29]=1[N:30]1[CH2:35][CH2:34][NH:33][C@H:32]([CH3:43])[CH2:31]1)=[O:23].